This data is from Reaction yield outcomes from USPTO patents with 853,638 reactions. The task is: Predict the reaction yield, written as a fraction of the theoretical maximum amount of product (1.0 means a 100% yield; for example, 0.34 means a 34% yield). (1) The reactants are S(Cl)([Cl:3])=O.N1C2C=CC=CC=2N=N1.[Cl:14][C:15]1[CH:20]=[CH:19][CH:18]=[C:17]([Cl:21])[C:16]=1[C:22]1[C:26]([CH2:27]O)=[C:25]([CH:29]([CH3:31])[CH3:30])[O:24][N:23]=1. The catalyst is ClCCl. The product is [Cl:3][CH2:27][C:26]1[C:22]([C:16]2[C:15]([Cl:14])=[CH:20][CH:19]=[CH:18][C:17]=2[Cl:21])=[N:23][O:24][C:25]=1[CH:29]([CH3:31])[CH3:30]. The yield is 0.800. (2) The reactants are [N+:1]([C:4]1[CH:17]=[CH:16][C:7]([CH2:8][C:9]2[CH:14]=[CH:13][N+:12]([O-])=[CH:11][CH:10]=2)=[CH:6][CH:5]=1)([O-:3])=[O:2].C[Si]([C:22]#[N:23])(C)C.C(Cl)(=O)C1C=CC=CC=1.C(=O)([O-])[O-].[K+].[K+]. The catalyst is ClCCl.O. The product is [N+:1]([C:4]1[CH:17]=[CH:16][C:7]([CH2:8][C:9]2[CH:14]=[CH:13][N:12]=[C:11]([C:22]#[N:23])[CH:10]=2)=[CH:6][CH:5]=1)([O-:3])=[O:2]. The yield is 0.340. (3) The reactants are [NH2:1][C@@H:2]([C:5]1[CH:10]=[C:9]([F:11])[CH:8]=[C:7]([Br:12])[CH:6]=1)[CH2:3][OH:4].[CH3:13][C:14]([O:17][C:18](O[C:18]([O:17][C:14]([CH3:16])([CH3:15])[CH3:13])=[O:19])=[O:19])([CH3:16])[CH3:15]. The catalyst is C(Cl)Cl. The product is [Br:12][C:7]1[CH:6]=[C:5]([C@H:2]([NH:1][C:18](=[O:19])[O:17][C:14]([CH3:16])([CH3:15])[CH3:13])[CH2:3][OH:4])[CH:10]=[C:9]([F:11])[CH:8]=1. The yield is 0.880.